Dataset: Full USPTO retrosynthesis dataset with 1.9M reactions from patents (1976-2016). Task: Predict the reactants needed to synthesize the given product. (1) Given the product [F:10][C:11]1[C:19]([F:20])=[C:18]([F:21])[C:17]([N+:1]([O-:4])=[O:2])=[CH:16][C:12]=1[C:13]([OH:15])=[O:14], predict the reactants needed to synthesize it. The reactants are: [N+:1]([O-:4])(O)=[O:2].S(=O)(=O)(O)O.[F:10][C:11]1[C:19]([F:20])=[C:18]([F:21])[CH:17]=[CH:16][C:12]=1[C:13]([OH:15])=[O:14]. (2) The reactants are: [CH3:1][C@@H:2]([CH2:14][CH:15]=[CH2:16])[C@H:3]([S:5](C1N=CC=CN=1)(=[O:7])=[O:6])[CH3:4].C[O-].[Na+:19]. Given the product [CH3:1][C@@H:2]([CH2:14][CH:15]=[CH2:16])[C@H:3]([S:5]([O-:7])=[O:6])[CH3:4].[Na+:19], predict the reactants needed to synthesize it. (3) The reactants are: [OH-].[Na+].NCC[OH:6].[Sn:7]([Cl:11])([Cl:10])([Cl:9])[Cl:8].[Cl-:12].[In+3:13].[Cl-].[Cl-]. Given the product [Sn:7]([Cl:11])([Cl:10])([Cl:9])[Cl:8].[Cl-:12].[In+3:13].[Cl-:8].[Cl-:8].[OH-:6], predict the reactants needed to synthesize it. (4) The reactants are: [F:1][C:2]1[C:3]([CH3:39])=[C:4]([CH:36]=[CH:37][CH:38]=1)[O:5][C:6]1[C:15]2[C:14](=[O:16])[N:13]([CH2:17][C@H:18]3[CH2:22][O:21][C:20]([CH3:24])([CH3:23])[O:19]3)C(=O)[N:11]([C:26]3[CH:31]=[CH:30][C:29]([I:32])=[CH:28][C:27]=3[F:33])[C:10]=2[N:9]([CH3:34])[C:8](=[O:35])[CH:7]=1.[OH-].[Li+].C(OCC)(=O)C. Given the product [F:1][C:2]1[C:3]([CH3:39])=[C:4]([CH:36]=[CH:37][CH:38]=1)[O:5][C:6]1[C:15]([C:14]([NH:13][CH2:17][C@H:18]2[CH2:22][O:21][C:20]([CH3:23])([CH3:24])[O:19]2)=[O:16])=[C:10]([NH:11][C:26]2[CH:31]=[CH:30][C:29]([I:32])=[CH:28][C:27]=2[F:33])[N:9]([CH3:34])[C:8](=[O:35])[CH:7]=1, predict the reactants needed to synthesize it.